From a dataset of Forward reaction prediction with 1.9M reactions from USPTO patents (1976-2016). Predict the product of the given reaction. (1) Given the reactants [F:1][C:2]1[CH:9]=[C:8]([N:10]2[CH2:15][CH2:14][NH:13][CH2:12][CH2:11]2)[CH:7]=[CH:6][C:3]=1[C:4]#[N:5].[CH3:16][S:17]([C:20]1[CH:21]=[CH:22][C:23]([C:29]2[S:30][CH:31]=[CH:32][N:33]=2)=[C:24]([CH:28]=1)[C:25](O)=[O:26])(=[O:19])=[O:18], predict the reaction product. The product is: [F:1][C:2]1[CH:9]=[C:8]([N:10]2[CH2:11][CH2:12][N:13]([C:25](=[O:26])[C:24]3[CH:28]=[C:20]([S:17]([CH3:16])(=[O:19])=[O:18])[CH:21]=[CH:22][C:23]=3[C:29]3[S:30][CH:31]=[CH:32][N:33]=3)[CH2:14][CH2:15]2)[CH:7]=[CH:6][C:3]=1[C:4]#[N:5]. (2) Given the reactants [CH3:1][O:2][C:3]1[CH:4]=[C:5]([NH:13][C:14]2[CH:19]=[N:18][CH:17]=[C:16](Cl)[N:15]=2)[CH:6]=[C:7]([O:11][CH3:12])[C:8]=1[O:9][CH3:10].[OH:21][C:22]1[CH:30]=[CH:29][CH:28]=[C:27]2[C:23]=1[CH:24]=[CH:25][NH:26]2, predict the reaction product. The product is: [NH:26]1[C:27]2[C:23](=[C:22]([O:21][C:16]3[N:15]=[C:14]([NH:13][C:5]4[CH:4]=[C:3]([O:2][CH3:1])[C:8]([O:9][CH3:10])=[C:7]([O:11][CH3:12])[CH:6]=4)[CH:19]=[N:18][CH:17]=3)[CH:30]=[CH:29][CH:28]=2)[CH:24]=[CH:25]1.